From a dataset of Reaction yield outcomes from USPTO patents with 853,638 reactions. Predict the reaction yield, written as a fraction of the theoretical maximum amount of product (1.0 means a 100% yield; for example, 0.34 means a 34% yield). (1) The reactants are [CH3:1][C:2]1[O:6][N:5]=[C:4]([NH2:7])[CH:3]=1.[CH:8]1([CH2:12][N:13]([CH2:26][CH3:27])[C:14]2[C:23]([CH:24]=O)=[CH:22][C:21]3[C:16](=[CH:17][CH:18]=[CH:19][CH:20]=3)[N:15]=2)[CH2:11][CH2:10][CH2:9]1.C([BH3-])#N.[Na+]. The catalyst is CO.C(O)(=O)C. The product is [CH:8]1([CH2:12][N:13]([CH2:26][CH3:27])[C:14]2[C:23]([CH2:24][NH:7][C:4]3[CH:3]=[C:2]([CH3:1])[O:6][N:5]=3)=[CH:22][C:21]3[C:16](=[CH:17][CH:18]=[CH:19][CH:20]=3)[N:15]=2)[CH2:9][CH2:10][CH2:11]1. The yield is 0.430. (2) The reactants are ClC(Cl)(Cl)C([N:5]1[CH2:10][CH2:9][N:8]([C:11]2[CH:20]=[C:19]([S:21]([N:24]3[C:32]4[C:27](=[CH:28][CH:29]=[C:30]([F:33])[CH:31]=4)[C:26]([CH:34]([F:36])[F:35])=[CH:25]3)(=[O:23])=[O:22])[C:18]3[C:13](=[CH:14][CH:15]=[CH:16][CH:17]=3)[C:12]=2[O:37][CH3:38])[CH2:7][CH2:6]1)=O.[OH-].[K+]. The yield is 0.810. The product is [F:36][CH:34]([F:35])[C:26]1[C:27]2[C:32](=[CH:31][C:30]([F:33])=[CH:29][CH:28]=2)[N:24]([S:21]([C:19]2[C:18]3[C:13](=[CH:14][CH:15]=[CH:16][CH:17]=3)[C:12]([O:37][CH3:38])=[C:11]([N:8]3[CH2:9][CH2:10][NH:5][CH2:6][CH2:7]3)[CH:20]=2)(=[O:23])=[O:22])[CH:25]=1. The catalyst is C1COCC1. (3) The reactants are Cl[CH2:2][CH2:3][S:4](Cl)(=[O:6])=[O:5].[NH2:8][C:9]1[N:13]([CH:14]2[CH2:19][CH2:18][CH2:17][NH:16][CH2:15]2)[N:12]=[C:11]([C:20]2[CH:25]=[CH:24][C:23]([O:26][C:27]3[CH:32]=[CH:31][CH:30]=[CH:29][CH:28]=3)=[CH:22][CH:21]=2)[C:10]=1[C:33]([NH2:35])=[O:34]. The catalyst is C(Cl)Cl. The product is [NH2:8][C:9]1[N:13]([CH:14]2[CH2:19][CH2:18][CH2:17][N:16]([S:4]([CH:3]=[CH2:2])(=[O:6])=[O:5])[CH2:15]2)[N:12]=[C:11]([C:20]2[CH:21]=[CH:22][C:23]([O:26][C:27]3[CH:32]=[CH:31][CH:30]=[CH:29][CH:28]=3)=[CH:24][CH:25]=2)[C:10]=1[C:33]([NH2:35])=[O:34]. The yield is 0.270. (4) The reactants are [OH:1][C:2]1[CH:9]=[CH:8][C:5]([CH:6]=[O:7])=[CH:4][CH:3]=1.[C:10]([O:14][C:15](O[C:15]([O:14][C:10]([CH3:13])([CH3:12])[CH3:11])=[O:16])=[O:16])([CH3:13])([CH3:12])[CH3:11].C([O-])([O-])=O.[Na+].[Na+]. The catalyst is C1COCC1. The product is [C:10]([O:14][C:15]([O:1][C:2]1[CH:9]=[CH:8][C:5]([CH:6]=[O:7])=[CH:4][CH:3]=1)=[O:16])([CH3:13])([CH3:12])[CH3:11]. The yield is 0.800. (5) The reactants are [C:1]([C:3]1[CH:8]=[CH:7][C:6]([C:9]2([NH:13][C:14](=[O:20])[O:15][C:16]([CH3:19])([CH3:18])[CH3:17])[CH2:12][CH2:11][CH2:10]2)=[CH:5][CH:4]=1)#[CH:2].Cl[C:22]1[C:23](=[O:38])[N:24]([CH2:29][C:30]2[CH:35]=[CH:34][C:33]([O:36][CH3:37])=[CH:32][CH:31]=2)[CH:25]=[C:26]([Cl:28])[N:27]=1.C(N(CC)CC)C. The catalyst is CN(C=O)C.Cl[Pd](Cl)([P](C1C=CC=CC=1)(C1C=CC=CC=1)C1C=CC=CC=1)[P](C1C=CC=CC=1)(C1C=CC=CC=1)C1C=CC=CC=1.[Cu]I. The product is [Cl:28][C:26]1[N:27]=[C:22]([C:2]#[C:1][C:3]2[CH:4]=[CH:5][C:6]([C:9]3([NH:13][C:14](=[O:20])[O:15][C:16]([CH3:17])([CH3:19])[CH3:18])[CH2:12][CH2:11][CH2:10]3)=[CH:7][CH:8]=2)[C:23](=[O:38])[N:24]([CH2:29][C:30]2[CH:35]=[CH:34][C:33]([O:36][CH3:37])=[CH:32][CH:31]=2)[CH:25]=1. The yield is 0.740. (6) The reactants are [CH2:1]([O:3][CH:4]([O:6][CH:7]1[CH2:19][CH2:18][C:17]([O:21][CH:22]([O:24][CH2:25][CH3:26])[CH3:23])([CH3:20])[CH:16]([OH:27])[CH:15]=[CH:14][CH:13]([CH3:28])[CH:12](/[C:29](/[CH3:56])=[CH:30]/[CH:31]=[CH:32]/[C:33]([O:50][CH:51]([O:53][CH2:54][CH3:55])[CH3:52])([CH3:49])[CH2:34][CH:35]2[O:48][CH:36]2[CH:37]([CH3:47])[CH:38]([O:41][CH:42]([O:44][CH2:45][CH3:46])[CH3:43])[CH2:39][CH3:40])[O:11][C:9](=[O:10])[CH2:8]1)[CH3:5])[CH3:2].[CH2:57](Cl)[C:58]1[CH:63]=[CH:62][CH:61]=[CH:60][CH:59]=1.C(OCC)(=[O:67])C. The catalyst is N1C=CC=CC=1. The product is [C:57]([O:27][CH:16]1[C:17]([O:21][CH:22]([O:24][CH2:25][CH3:26])[CH3:23])([CH3:20])[CH2:18][CH2:19][CH:7]([O:6][CH:4]([O:3][CH2:1][CH3:2])[CH3:5])[CH2:8][C:9]([O:11][CH:12](/[C:29](/[CH3:56])=[CH:30]/[CH:31]=[CH:32]/[C:33]([O:50][CH:51]([O:53][CH2:54][CH3:55])[CH3:52])([CH3:49])[CH2:34][CH:35]2[O:48][CH:36]2[CH:37]([CH3:47])[CH:38]([O:41][CH:42]([O:44][CH2:45][CH3:46])[CH3:43])[CH2:39][CH3:40])[CH:13]([CH3:28])[CH:14]=[CH:15]1)=[O:10])(=[O:67])[C:58]1[CH:63]=[CH:62][CH:61]=[CH:60][CH:59]=1. The yield is 0.550. (7) The reactants are CC1C=CC(S([N:11]2[CH2:16][C@H:15]3[CH2:17][C@@H:12]2[CH2:13][N:14]3[CH2:18][C:19]2[CH:20]=[N:21][CH:22]=[CH:23][CH:24]=2)(=O)=O)=CC=1.[BrH:25].C(O)(=O)C. The catalyst is C(O)(=O)C. The product is [BrH:25].[BrH:25].[BrH:25].[N:21]1[CH:22]=[CH:23][CH:24]=[C:19]([CH2:18][N:14]2[CH2:13][C@H:12]3[CH2:17][C@@H:15]2[CH2:16][NH:11]3)[CH:20]=1. The yield is 0.800.